Predict the product of the given reaction. From a dataset of Forward reaction prediction with 1.9M reactions from USPTO patents (1976-2016). (1) The product is: [F:33][C:22]1[CH:21]=[C:20]([B:9]2[O:10][C:11]([CH3:16])([CH3:17])[C:12]([CH3:14])([CH3:15])[O:13]2)[CH:32]=[CH:31][C:23]=1[CH2:24][N:25]1[CH2:26][CH2:27][O:28][CH2:29][CH2:30]1. Given the reactants [CH3:16][C:11]1([CH3:17])[C:12]([CH3:15])([CH3:14])[O:13][B:9]([B:9]2[O:13][C:12]([CH3:15])([CH3:14])[C:11]([CH3:17])([CH3:16])[O:10]2)[O:10]1.Br[C:20]1[CH:32]=[CH:31][C:23]([CH2:24][N:25]2[CH2:30][CH2:29][O:28][CH2:27][CH2:26]2)=[C:22]([F:33])[CH:21]=1, predict the reaction product. (2) Given the reactants [N:1]1([C:7]2[CH:8]=[CH:9][C:10]3[S:15](=[O:17])(=[O:16])[CH2:14][CH2:13][NH:12][C:11]=3[CH:18]=2)[CH2:6][CH2:5][O:4][CH2:3][CH2:2]1.Cl[C:20]1[C:29]2[C:24](=[CH:25][C:26]([O:31][CH3:32])=[C:27]([Cl:30])[CH:28]=2)[N:23]=[C:22]([CH3:33])[C:21]=1[CH3:34].C(=O)([O-])[O-].[Cs+].[Cs+].C1C=CC(P(C2C(C3C(P(C4C=CC=CC=4)C4C=CC=CC=4)=CC=C4C=3C=CC=C4)=C3C(C=CC=C3)=CC=2)C2C=CC=CC=2)=CC=1, predict the reaction product. The product is: [Cl:30][C:27]1[CH:28]=[C:29]2[C:24](=[CH:25][C:26]=1[O:31][CH3:32])[N:23]=[C:22]([CH3:33])[C:21]([CH3:34])=[C:20]2[N:12]1[C:11]2[CH:18]=[C:7]([N:1]3[CH2:2][CH2:3][O:4][CH2:5][CH2:6]3)[CH:8]=[CH:9][C:10]=2[S:15](=[O:17])(=[O:16])[CH2:14][CH2:13]1. (3) Given the reactants [CH:1]1[C:13]2[NH:12][C:11]3[C:6](=[CH:7][CH:8]=[CH:9][CH:10]=3)[C:5]=2[CH:4]=[C:3]([C:14]([OH:16])=O)[CH:2]=1.[NH:17]1[CH2:22][CH2:21][O:20][CH2:19][CH2:18]1, predict the reaction product. The product is: [O:20]1[CH2:21][CH2:22][N:17]([C:14]([C:3]2[CH:2]=[CH:1][C:13]3[N:12]([CH2:3][CH2:2][CH2:1][CH2:13][CH3:5])[C:11]4[C:6]([C:5]=3[CH:4]=2)=[CH:7][CH:8]=[CH:9][CH:10]=4)=[O:16])[CH2:18][CH2:19]1. (4) Given the reactants [Na].[C:2]([O:12][CH2:13][CH3:14])(=[O:11])[CH2:3][C:4]([C:6]([O:8][CH2:9][CH3:10])=[O:7])=[O:5].CO[CH:17](OC)[N:18]([CH3:20])[CH3:19].C(O)(=O)C, predict the reaction product. The product is: [CH3:17][N:18]([CH:20]=[C:3]([C:4](=[O:5])[C:6]([O:8][CH2:9][CH3:10])=[O:7])[C:2]([O:12][CH2:13][CH3:14])=[O:11])[CH3:19]. (5) Given the reactants [Cl:1][C:2]1[S:6][C:5](/[CH:7]=[CH:8]/[S:9]([N:12]([CH2:37][C:38]([O:40][CH:41]([CH3:43])[CH3:42])=[O:39])[C@H:13]2[CH2:17][CH2:16][N:15]([C:18]3[CH:19]=[CH:20][C:21]4[CH2:27][N:26](C(OC(C)(C)C)=O)[CH2:25][CH2:24][CH2:23][C:22]=4[CH:35]=3)[C:14]2=[O:36])(=[O:11])=[O:10])=[CH:4][CH:3]=1.Cl, predict the reaction product. The product is: [ClH:1].[Cl:1][C:2]1[S:6][C:5](/[CH:7]=[CH:8]/[S:9]([N:12]([C@H:13]2[CH2:17][CH2:16][N:15]([C:18]3[CH:19]=[CH:20][C:21]4[CH2:27][NH:26][CH2:25][CH2:24][CH2:23][C:22]=4[CH:35]=3)[C:14]2=[O:36])[CH2:37][C:38]([O:40][CH:41]([CH3:42])[CH3:43])=[O:39])(=[O:11])=[O:10])=[CH:4][CH:3]=1. (6) Given the reactants [CH:1]1([N:6]2[CH2:12][CH2:11][C:10]3[CH:13]=[CH:14][C:15]([N:17]4[CH2:22][CH2:21][NH:20][CH2:19][CH2:18]4)=[CH:16][C:9]=3[CH2:8][CH2:7]2)[CH2:5][CH2:4][CH2:3][CH2:2]1.[N:23]([C:26]1[S:27][CH:28]=[CH:29][CH:30]=1)=[C:24]=[O:25], predict the reaction product. The product is: [CH:1]1([N:6]2[CH2:12][CH2:11][C:10]3[CH:13]=[CH:14][C:15]([N:17]4[CH2:18][CH2:19][N:20]([C:24]([NH:23][C:26]5[S:27][CH:28]=[CH:29][CH:30]=5)=[O:25])[CH2:21][CH2:22]4)=[CH:16][C:9]=3[CH2:8][CH2:7]2)[CH2:5][CH2:4][CH2:3][CH2:2]1.